From a dataset of Drug-target binding data from BindingDB using IC50 measurements. Regression. Given a target protein amino acid sequence and a drug SMILES string, predict the binding affinity score between them. We predict pIC50 (pIC50 = -log10(IC50 in M); higher means more potent). Dataset: bindingdb_ic50. (1) The pIC50 is 6.4. The target protein (Q96JD6) has sequence MGDIPAVGLSSWKASPGKVTEAVKEAIDAGYRHFDCAYFYHNEREVGAGIRCKIKEGAVRREDLFIATKLWCTCHKKSLVETACRKSLKALKLNYLDLYLIHWPMGFKPPHPEWIMSCSELSFCLSHPRVQDLPLDESNMVIPSDTDFLDTWEAMEDLVITGLVKNIGVSNFNHEQLERLLNKPGLRFKPLTNQIECHPYLTQKNLISFCQSRDVSVTAYRPLGGSCEGVDLIDNPVIKRIAKEHGKSPAQILIRFQIQRNVIVIPGSITPSHIKENIQVFDFELTQHDMDNILSLNRNLRLAMFPITKNHKDYPFHIEY. The compound is CC1(C)N=C(c2ccc(-c3ccc4cnccc4c3)cc2)N(CC2CN(C(=O)C3CC3)C2)C1=O. (2) The compound is c1ccc(CCCCCCCN2CCN(CCCCCCCc3ccccc3)CC2)cc1. The target protein (P03887) has sequence MFMINILMLIIPILLAVAFLTLVERKVLGYMQLRKGPNVVGPYGLLQPIADAIKLFIKEPLRPATSSASMFILAPIMALGLALTMWIPLPMPYPLINMNLGVLFMLAMSSLAVYSILWSGWASNSKYALIGALRAVAQTISYEVTLAIILLSVLLMSGSFTLSTLITTQEQMWLILPAWPLAMMWFISTLAETNRAPFDLTEGESELVSGFNVEYAAGPFALFFMAEYANIIMMNIFTAILFLGTSHNPHMPELYTINFTIKSLLLTMSFLWIRASYPRFRYDQLMHLLWKNFLPLTLALCMWHVSLPILTSGIPPQT. The pIC50 is 7.9. (3) The compound is COc1ccc(CN2CCN(C(=O)CC(C)C)CC2)cc1OC. The target protein sequence is MTKKVGVGQAHSKIILIGEHAVVYGYPAISLPLLEVEVTCKVVPAESPWRLYEEDTLSMAVYASLEYLNITEACIRCEIDSAIPEKRGMGSSAAISIAAIRAVFDYYQADLPHDVLEILVNRAEMIAHMNPSGLDAKTCLSDQPIRFIKNVGFTELEMDLSAYLVIADTGVYGHTREAIQVVQNKGKDALPFLHALGELTQQAEIAISQKDAEGLGQILSQAHLHLKEIGVSSLEADSLVETALSHGALGAKMSGGGLGGCIIALVTNLTHAQELAERLEEKGAVQTWIESL. The pIC50 is 3.8.